From a dataset of Forward reaction prediction with 1.9M reactions from USPTO patents (1976-2016). Predict the product of the given reaction. (1) The product is: [CH2:1]([O:8][C:9]1[CH:14]=[C:13]([CH2:15][C:16]2[CH:21]=[C:20]([CH2:22][CH3:23])[CH:19]=[CH:18][N:17]=2)[CH:12]=[CH:11][C:10]=1[N:24]1[S:28](=[O:30])(=[O:29])[NH:27][C:26](=[O:37])[CH2:25]1)[C:2]1[CH:3]=[CH:4][CH:5]=[CH:6][CH:7]=1. Given the reactants [CH2:1]([O:8][C:9]1[CH:14]=[C:13]([CH2:15][C:16]2[CH:21]=[C:20]([CH2:22][CH3:23])[CH:19]=[CH:18][N:17]=2)[CH:12]=[CH:11][C:10]=1[N:24]1[S:28](=[O:30])(=[O:29])[N:27](CC[Si](C)(C)C)[C:26](=[O:37])[CH2:25]1)[C:2]1[CH:7]=[CH:6][CH:5]=[CH:4][CH:3]=1.[F-].[Cs+], predict the reaction product. (2) Given the reactants [C:1]1([C:7]2[CH:8]=[CH:9][C:10]3[NH:11][C:12]4[C:17]([C:18]=3[CH:19]=2)=[CH:16][C:15]([C:20]2[CH:25]=[CH:24][CH:23]=[CH:22][CH:21]=2)=[CH:14][CH:13]=4)[CH:6]=[CH:5][CH:4]=[CH:3][CH:2]=1.Cl[C:27]1[C:32]2[S:33][C:34]3[CH:39]=[CH:38][CH:37]=[CH:36][C:35]=3[C:31]=2[CH:30]=[CH:29][N:28]=1.CC([O-])(C)C.[Na+].C1(P(C2CCCCC2)C2C=CC=CC=2C2C(OC)=CC=CC=2OC)CCCCC1, predict the reaction product. The product is: [C:1]1([C:7]2[CH:8]=[CH:9][C:10]3[N:11]([C:27]4[C:32]5[S:33][C:34]6[CH:39]=[CH:38][CH:37]=[CH:36][C:35]=6[C:31]=5[CH:30]=[CH:29][N:28]=4)[C:12]4[C:17]([C:18]=3[CH:19]=2)=[CH:16][C:15]([C:20]2[CH:21]=[CH:22][CH:23]=[CH:24][CH:25]=2)=[CH:14][CH:13]=4)[CH:6]=[CH:5][CH:4]=[CH:3][CH:2]=1.